Dataset: Tyrosyl-DNA phosphodiesterase HTS with 341,365 compounds. Task: Binary Classification. Given a drug SMILES string, predict its activity (active/inactive) in a high-throughput screening assay against a specified biological target. (1) The compound is S(CC(=O)Nc1c(OCC)cc(N2CCOCC2)c(OCC)c1)c1ncccn1. The result is 0 (inactive). (2) The result is 0 (inactive). The molecule is s1c(Cc2n(c3c(cccc3)C)c(=S)[nH]n2)ccc1. (3) The molecule is s1c(C2(ON=C(C2)c2ccc(cc2)C(OC)=O)C)c(nc1c1ccccc1)C. The result is 0 (inactive).